From a dataset of Catalyst prediction with 721,799 reactions and 888 catalyst types from USPTO. Predict which catalyst facilitates the given reaction. (1) Reactant: [F:1][C:2]1[CH:3]=[N:4][CH:5]=[CH:6][C:7]=1[C:8]([NH:10][C:11]1[CH:15]=[CH:14][N:13]([CH2:16][C:17]2[CH:22]=[CH:21][C:20](I)=[CH:19][C:18]=2[C:24]([F:27])([F:26])[F:25])[N:12]=1)=[O:9].[O-]P([O-])([O-])=O.[K+].[K+].[K+].C1(P([CH:49]2[CH2:54][CH2:53]CCC2)C2CCCCC2)CCCCC1.C1(B(O)O)CC1. Product: [CH:53]1([C:20]2[CH:21]=[CH:22][C:17]([CH2:16][N:13]3[CH:14]=[CH:15][C:11]([NH:10][C:8]([C:7]4[CH:6]=[CH:5][N:4]=[CH:3][C:2]=4[F:1])=[O:9])=[N:12]3)=[C:18]([C:24]([F:27])([F:26])[F:25])[CH:19]=2)[CH2:54][CH2:49]1. The catalyst class is: 493. (2) Reactant: C(O)(C(F)(F)F)=O.[C:8]([C:10]1[CH:11]=[C:12]([NH:27][C:28]2[N:33]=[C:32]([O:34][C:35]3[C:44]4[C:39](=[CH:40][CH:41]=[CH:42][CH:43]=4)[C:38]([NH:45]C(=O)OC(C)(C)C)=[CH:37][CH:36]=3)[CH:31]=[CH:30][N:29]=2)[CH:13]=[C:14]([C:16](=[O:26])[NH:17][CH2:18][CH2:19][N:20]2[CH2:25][CH2:24][O:23][CH2:22][CH2:21]2)[CH:15]=1)#[CH:9].O. Product: [NH2:45][C:38]1[C:39]2[C:44](=[CH:43][CH:42]=[CH:41][CH:40]=2)[C:35]([O:34][C:32]2[CH:31]=[CH:30][N:29]=[C:28]([NH:27][C:12]3[CH:13]=[C:14]([CH:15]=[C:10]([C:8]#[CH:9])[CH:11]=3)[C:16]([NH:17][CH2:18][CH2:19][N:20]3[CH2:25][CH2:24][O:23][CH2:22][CH2:21]3)=[O:26])[N:33]=2)=[CH:36][CH:37]=1. The catalyst class is: 2. (3) Reactant: N(C(C)C)C(C)C.[Li]CCCC.[Br:13][C:14]1[C:15]([C:19]([OH:21])=[O:20])=[CH:16][S:17][CH:18]=1.CN(P(N(C)C)(N(C)C)=O)C.CON(C)[C:36]([C:38]1[CH:43]=[CH:42][N:41]=[CH:40][CH:39]=1)=[O:37]. Product: [Br:13][C:14]1[C:15]([C:19]([OH:21])=[O:20])=[C:16]([C:36](=[O:37])[C:38]2[CH:43]=[CH:42][N:41]=[CH:40][CH:39]=2)[S:17][CH:18]=1. The catalyst class is: 1. (4) Reactant: [Cu][C:2]#[N:3].Br[C:5]1[CH:10]=[CH:9][C:8]([CH2:11][C:12]([O:14][CH3:15])=[O:13])=[CH:7][CH:6]=1. Product: [C:2]([C:5]1[CH:10]=[CH:9][C:8]([CH2:11][C:12]([O:14][CH3:15])=[O:13])=[CH:7][CH:6]=1)#[N:3]. The catalyst class is: 37. (5) Product: [NH:1]1[CH:5]=[CH:4][C:3]([C:6]2[NH:15][C:8]3[CH:13]=[CH:12][CH:11]=[CH:10][C:9]=3[N:14]=2)=[N:2]1. The catalyst class is: 9. Reactant: [NH:1]1[CH:5]=[CH:4][C:3]([CH:6]=O)=[N:2]1.[C:8]1([NH2:15])[CH:13]=[CH:12][CH:11]=[CH:10][C:9]=1[NH2:14].S(=O)(O)[O-].[Na+]. (6) Reactant: [C:1]([O:5][C:6]([N:8]1[CH2:13][CH2:12][C@@H:11]([NH2:14])[C@H:10]([OH:15])[CH2:9]1)=[O:7])([CH3:4])([CH3:3])[CH3:2].[C:16](=N)([C:23]1[CH:28]=[CH:27][CH:26]=[CH:25][CH:24]=1)[C:17]1[CH:22]=[CH:21][CH:20]=[CH:19][CH:18]=1.C(N(CC)CC)C. Product: [C:1]([O:5][C:6]([N:8]1[CH2:13][CH2:12][C@@H:11]([N:14]=[C:16]([C:17]2[CH:22]=[CH:21][CH:20]=[CH:19][CH:18]=2)[C:23]2[CH:28]=[CH:27][CH:26]=[CH:25][CH:24]=2)[C@H:10]([OH:15])[CH2:9]1)=[O:7])([CH3:4])([CH3:2])[CH3:3]. The catalyst class is: 11. (7) Reactant: [NH2:1][C:2]1[CH:6]=[C:5]([Cl:7])[N:4]([C:8]2[CH:13]=[CH:12][C:11]([C:14]3[CH:19]=[CH:18][CH:17]=[C:16]([O:20][CH3:21])[C:15]=3[OH:22])=[CH:10][CH:9]=2)[C:3]=1[C:23]([O:25][CH2:26][CH3:27])=[O:24].[O:28]=[C:29]=[N:30][C@H:31]([C:33]([O:35][CH3:36])=[O:34])[CH3:32]. Product: [Cl:7][C:5]1[N:4]([C:8]2[CH:13]=[CH:12][C:11]([C:14]3[CH:19]=[CH:18][CH:17]=[C:16]([O:20][CH3:21])[C:15]=3[OH:22])=[CH:10][CH:9]=2)[C:3]([C:23]([O:25][CH2:26][CH3:27])=[O:24])=[C:2]([NH:1][C:29]([NH:30][CH:31]([CH3:32])[C:33]([O:35][CH3:36])=[O:34])=[O:28])[CH:6]=1. The catalyst class is: 11.